Dataset: Forward reaction prediction with 1.9M reactions from USPTO patents (1976-2016). Task: Predict the product of the given reaction. (1) Given the reactants [F:1][C:2]([F:13])([F:12])[C:3]1[CH:4]=[CH:5][C:6]2[S:10][CH:9]=[N:8][C:7]=2[CH:11]=1.I[C:15]1[C:16]([NH:29][CH:30]2[CH2:35][CH2:34][CH2:33][N:32]([C:36]([O:38][C:39]([CH3:42])([CH3:41])[CH3:40])=[O:37])[CH2:31]2)=[N:17][C:18]([N:23]2[CH2:28][CH2:27][O:26][CH2:25][CH2:24]2)=[N:19][C:20]=1[O:21][CH3:22].C(=O)([O-])[O-].[Cs+].[Cs+], predict the reaction product. The product is: [CH3:22][O:21][C:20]1[N:19]=[C:18]([N:23]2[CH2:28][CH2:27][O:26][CH2:25][CH2:24]2)[N:17]=[C:16]([NH:29][C@@H:30]2[CH2:35][CH2:34][CH2:33][N:32]([C:36]([O:38][C:39]([CH3:42])([CH3:41])[CH3:40])=[O:37])[CH2:31]2)[C:15]=1[C:9]1[S:10][C:6]2[CH:5]=[CH:4][C:3]([C:2]([F:1])([F:12])[F:13])=[CH:11][C:7]=2[N:8]=1. (2) The product is: [C:1]([C:3]1[N:8]2[N:9]=[CH:10][C:11]([C:12]([OH:14])=[O:13])=[C:7]2[CH:6]=[CH:5][C:4]=1[O:16][CH2:17][C:18]([OH:19])([CH3:21])[CH3:20])(=[O:23])[NH2:2].[C:1]([C:3]1[N:8]2[N:9]=[CH:10][C:11]([C:12]([OH:14])=[O:13])=[C:7]2[CH:6]=[CH:5][C:4]=1[OH:16])#[N:2]. Given the reactants [C:1]([C:3]1[N:8]2[N:9]=[CH:10][C:11]([C:12]([O:14]C)=[O:13])=[C:7]2[CH:6]=[CH:5][C:4]=1[OH:16])#[N:2].[CH3:17][C:18]1([CH3:21])[CH2:20][O:19]1.C([O-])([O-])=[O:23].[K+].[K+].[Li+].[OH-], predict the reaction product. (3) Given the reactants [O:1]1[CH2:6][CH2:5][CH2:4][CH2:3][CH:2]1[O:7][C:8]1[CH:13]=[CH:12][C:11]([C:14](=[O:16])[CH3:15])=[CH:10][CH:9]=1.[Br:17][C:18]1[CH:19]=[C:20]([CH:23]=[CH:24][CH:25]=1)[CH:21]=O.[OH-].[Na+], predict the reaction product. The product is: [Br:17][C:18]1[CH:19]=[C:20]([CH:21]=[CH:15][C:14]([C:11]2[CH:12]=[CH:13][C:8]([O:7][CH:2]3[CH2:3][CH2:4][CH2:5][CH2:6][O:1]3)=[CH:9][CH:10]=2)=[O:16])[CH:23]=[CH:24][CH:25]=1. (4) Given the reactants [CH3:1][O:2][C:3]1[C:12]([NH:13][C:14]([O:16][CH2:17][CH:18]=[CH2:19])=[O:15])=[CH:11][CH:10]=[CH:9][C:4]=1[C:5]([O:7]C)=O.[Li+].C[Si]([N-][Si](C)(C)C)(C)C.[Cl:30][C:31]1[N:36]=[C:35]([CH3:37])[CH:34]=[CH:33][N:32]=1, predict the reaction product. The product is: [CH2:17]([O:16][C:14](=[O:15])[NH:13][C:12]1[CH:11]=[CH:10][CH:9]=[C:4]([C:5](=[O:7])[CH2:37][C:35]2[CH:34]=[CH:33][N:32]=[C:31]([Cl:30])[N:36]=2)[C:3]=1[O:2][CH3:1])[CH:18]=[CH2:19]. (5) The product is: [CH2:40]([N:50]1[CH2:55][CH2:54][N:53]([C:36]([C:34]2[CH:33]=[CH:32][C:30]3[N:31]=[C:27]([C:23]4[CH:22]=[C:21]([N:15]5[C:14](=[O:39])[C:13]6[C:17](=[CH:18][CH:19]=[C:11]([C:9]([OH:10])=[O:8])[CH:12]=6)[C:16]5=[O:20])[CH:26]=[CH:25][CH:24]=4)[O:28][C:29]=3[CH:35]=2)=[O:37])[CH2:52][CH2:51]1)[C:41]1[CH:49]=[CH:48][C:47]2[O:46][CH2:45][O:44][C:43]=2[CH:42]=1. Given the reactants C([O:8][C:9]([C:11]1[CH:12]=[C:13]2[C:17](=[CH:18][CH:19]=1)[C:16](=[O:20])[N:15]([C:21]1[CH:26]=[CH:25][CH:24]=[C:23]([C:27]3[O:28][C:29]4[CH:35]=[C:34]([C:36](Cl)=[O:37])[CH:33]=[CH:32][C:30]=4[N:31]=3)[CH:22]=1)[C:14]2=[O:39])=[O:10])C1C=CC=CC=1.[CH2:40]([N:50]1[CH2:55][CH2:54][NH:53][CH2:52][CH2:51]1)[C:41]1[CH:49]=[CH:48][C:47]2[O:46][CH2:45][O:44][C:43]=2[CH:42]=1, predict the reaction product. (6) Given the reactants Cl.C([O:4][C:5](=[O:7])[CH3:6])C.[CH3:8][N:9]([CH3:32])[CH2:10][CH2:11][O:12][C:13]1[CH:18]=[CH:17][C:16]([N:19]2[CH2:24][CH2:23][N:22]([C:25]([O:27]C(C)(C)C)=O)[CH2:21][CH2:20]2)=[CH:15][CH:14]=1.CCN=C=NCCCN(C)C.Cl.C1C=CC2N([OH:54])N=NC=2C=1.[CH3:55][O:56][C:57]1[CH:58]=[C:59]([C:65]2[N:70]=[C:69]([C:71]([OH:73])=[O:72])[CH:68]=[CH:67][CH:66]=2)[CH:60]=[CH:61][C:62]=1[O:63][CH3:64].[OH2:74], predict the reaction product. The product is: [C:5]([OH:4])(=[O:7])[C:6]([OH:12])=[O:74].[C:71]([OH:73])(=[O:72])[C:69]([OH:54])=[O:74].[CH3:55][O:56][C:57]1[CH:58]=[C:59]([C:65]2[N:70]=[C:69]([C:25]([N:22]3[CH2:21][CH2:20][N:19]([C:16]4[CH:15]=[CH:14][C:13]([O:12][CH2:11][CH2:10][N:9]([CH3:8])[CH3:32])=[CH:18][CH:17]=4)[CH2:24][CH2:23]3)=[O:27])[CH:68]=[CH:67][CH:66]=2)[CH:60]=[CH:61][C:62]=1[O:63][CH3:64].